Dataset: Reaction yield outcomes from USPTO patents with 853,638 reactions. Task: Predict the reaction yield, written as a fraction of the theoretical maximum amount of product (1.0 means a 100% yield; for example, 0.34 means a 34% yield). (1) The reactants are [OH-].[Na+].C[O:4][C:5]([C:7]1[N:11]=[C:10]([C:12]2[CH:17]=[CH:16][CH:15]=[CH:14][N:13]=2)[N:9]([C:18]2[CH:19]=[N:20][C:21]([O:24][CH3:25])=[CH:22][CH:23]=2)[N:8]=1)=[O:6].Cl. The catalyst is CO. The product is [CH3:25][O:24][C:21]1[N:20]=[CH:19][C:18]([N:9]2[C:10]([C:12]3[CH:17]=[CH:16][CH:15]=[CH:14][N:13]=3)=[N:11][C:7]([C:5]([OH:6])=[O:4])=[N:8]2)=[CH:23][CH:22]=1. The yield is 0.810. (2) The reactants are Br[C:2]1[CH:3]=[C:4]([CH:13]=[CH:14][CH:15]=1)[CH2:5][CH:6]1[CH2:10][O:9][C:8]([CH3:12])([CH3:11])[O:7]1.[B:16]1([B:16]2[O:20][C:19]([CH3:22])([CH3:21])[C:18]([CH3:24])([CH3:23])[O:17]2)[O:20][C:19]([CH3:22])([CH3:21])[C:18]([CH3:24])([CH3:23])[O:17]1.CC([O-])=O.[K+]. The catalyst is O1CCOCC1.C1C=CC(P(C2C=CC=CC=2)[C-]2C=CC=C2)=CC=1.C1C=CC(P(C2C=CC=CC=2)[C-]2C=CC=C2)=CC=1.Cl[Pd]Cl.[Fe+2]. The product is [CH3:11][C:8]1([CH3:12])[O:7][CH:6]([CH2:5][C:4]2[CH:3]=[C:2]([B:16]3[O:20][C:19]([CH3:22])([CH3:21])[C:18]([CH3:24])([CH3:23])[O:17]3)[CH:15]=[CH:14][CH:13]=2)[CH2:10][O:9]1. The yield is 0.850.